This data is from Full USPTO retrosynthesis dataset with 1.9M reactions from patents (1976-2016). The task is: Predict the reactants needed to synthesize the given product. (1) Given the product [F:14][C:13]([F:15])([F:16])[S:10]([CH:6]([S:3]([C:2]([F:17])([F:1])[F:18])(=[O:4])=[O:5])[CH2:7][CH2:8][CH2:9][SiH2:22][CH:20]([Cl:21])[Cl:19])(=[O:12])=[O:11], predict the reactants needed to synthesize it. The reactants are: [F:1][C:2]([F:18])([F:17])[S:3]([CH:6]([S:10]([C:13]([F:16])([F:15])[F:14])(=[O:12])=[O:11])[CH2:7][CH:8]=[CH2:9])(=[O:5])=[O:4].[Cl:19][CH:20]([SiH3:22])[Cl:21]. (2) Given the product [C:11]([NH:1][C:2]1[CH:7]=[CH:6][C:5]([N+:8]([O-:10])=[O:9])=[CH:4][N:3]=1)(=[O:13])[CH3:12], predict the reactants needed to synthesize it. The reactants are: [NH2:1][C:2]1[CH:7]=[CH:6][C:5]([N+:8]([O-:10])=[O:9])=[CH:4][N:3]=1.[C:11](OC(=O)C)(=[O:13])[CH3:12]. (3) Given the product [F:27][C:28]1[CH:29]=[C:30]([N:43]2[CH2:47][C@H:46]([CH2:48][N:49]3[CH:53]=[CH:52][N:51]=[N:50]3)[O:45][C:44]2=[O:54])[CH:31]=[CH:32][C:33]=1[C:2]1[CH:3]=[CH:4][C:5]([C:8]2[CH2:12][C@@H:11]([CH2:13][O:14][CH2:15][CH2:16][N:17]([CH3:26])[CH2:18][C:19]([O:21][C:22]([CH3:25])([CH3:24])[CH3:23])=[O:20])[O:10][N:9]=2)=[N:6][CH:7]=1, predict the reactants needed to synthesize it. The reactants are: Br[C:2]1[CH:3]=[CH:4][C:5]([C:8]2[CH2:12][C@@H:11]([CH2:13][O:14][CH2:15][CH2:16][N:17]([CH3:26])[CH2:18][C:19]([O:21][C:22]([CH3:25])([CH3:24])[CH3:23])=[O:20])[O:10][N:9]=2)=[N:6][CH:7]=1.[F:27][C:28]1[CH:29]=[C:30]([N:43]2[CH2:47][C@H:46]([CH2:48][N:49]3[CH:53]=[CH:52][N:51]=[N:50]3)[O:45][C:44]2=[O:54])[CH:31]=[CH:32][C:33]=1B1OC(C)(C)C(C)(C)O1.C(=O)([O-])[O-].[K+].[K+]. (4) Given the product [F:17][C:16]([F:18])([F:19])[C:13]1[CH:12]=[CH:11][C:10]([C:2]([OH:1])([CH3:9])[CH2:3][CH2:4][OH:5])=[CH:15][CH:14]=1, predict the reactants needed to synthesize it. The reactants are: [OH:1][C:2]([C:10]1[CH:15]=[CH:14][C:13]([C:16]([F:19])([F:18])[F:17])=[CH:12][CH:11]=1)([CH3:9])[CH2:3][C:4](OCC)=[O:5].[H-].C([Al+]CC(C)C)C(C)C.Cl. (5) Given the product [O:17]1[CH2:18][CH2:19][O:20][CH:16]1[CH2:15][CH2:14][N:13]1[C:3](=[O:2])[C:4]2[C:5](=[CH:6][CH:7]=[CH:8][CH:9]=2)[NH:10][C:11]1=[O:12], predict the reactants needed to synthesize it. The reactants are: C[O:2][C:3](=O)[C:4]1[CH:9]=[CH:8][CH:7]=[CH:6][C:5]=1[NH:10][C:11]([NH:13][CH2:14][CH2:15][CH:16]1[O:20][CH2:19][CH2:18][O:17]1)=[O:12].